Task: Regression. Given two drug SMILES strings and cell line genomic features, predict the synergy score measuring deviation from expected non-interaction effect.. Dataset: NCI-60 drug combinations with 297,098 pairs across 59 cell lines (1) Drug 1: CC1=CC2C(CCC3(C2CCC3(C(=O)C)OC(=O)C)C)C4(C1=CC(=O)CC4)C. Drug 2: C1=NC2=C(N1)C(=S)N=CN2. Cell line: PC-3. Synergy scores: CSS=2.65, Synergy_ZIP=-4.53, Synergy_Bliss=-11.0, Synergy_Loewe=-78.0, Synergy_HSA=-13.8. (2) Drug 1: C1CCN(CC1)CCOC2=CC=C(C=C2)C(=O)C3=C(SC4=C3C=CC(=C4)O)C5=CC=C(C=C5)O. Drug 2: CCC1(CC2CC(C3=C(CCN(C2)C1)C4=CC=CC=C4N3)(C5=C(C=C6C(=C5)C78CCN9C7C(C=CC9)(C(C(C8N6C)(C(=O)OC)O)OC(=O)C)CC)OC)C(=O)OC)O.OS(=O)(=O)O. Cell line: NCI-H522. Synergy scores: CSS=40.3, Synergy_ZIP=11.6, Synergy_Bliss=13.0, Synergy_Loewe=-34.5, Synergy_HSA=12.4. (3) Drug 1: C1CCC(CC1)NC(=O)N(CCCl)N=O. Drug 2: C(CC(=O)O)C(=O)CN.Cl. Cell line: NCIH23. Synergy scores: CSS=16.9, Synergy_ZIP=-4.20, Synergy_Bliss=1.46, Synergy_Loewe=1.54, Synergy_HSA=3.56. (4) Drug 1: CC12CCC3C(C1CCC2O)C(CC4=C3C=CC(=C4)O)CCCCCCCCCS(=O)CCCC(C(F)(F)F)(F)F. Drug 2: COC1=C2C(=CC3=C1OC=C3)C=CC(=O)O2. Cell line: K-562. Synergy scores: CSS=-0.107, Synergy_ZIP=-2.43, Synergy_Bliss=-7.99, Synergy_Loewe=-5.34, Synergy_HSA=-6.37. (5) Drug 1: C1C(C(OC1N2C=NC3=C(N=C(N=C32)Cl)N)CO)O. Drug 2: CN1C(=O)N2C=NC(=C2N=N1)C(=O)N. Cell line: UO-31. Synergy scores: CSS=27.2, Synergy_ZIP=-2.92, Synergy_Bliss=-1.30, Synergy_Loewe=-2.16, Synergy_HSA=-0.777. (6) Drug 1: C1=C(C(=O)NC(=O)N1)F. Drug 2: COC1=NC(=NC2=C1N=CN2C3C(C(C(O3)CO)O)O)N. Cell line: HOP-92. Synergy scores: CSS=23.0, Synergy_ZIP=1.52, Synergy_Bliss=2.01, Synergy_Loewe=-1.40, Synergy_HSA=2.71. (7) Drug 1: C1=C(C(=O)NC(=O)N1)N(CCCl)CCCl. Drug 2: CC=C1C(=O)NC(C(=O)OC2CC(=O)NC(C(=O)NC(CSSCCC=C2)C(=O)N1)C(C)C)C(C)C. Cell line: UO-31. Synergy scores: CSS=27.0, Synergy_ZIP=-1.83, Synergy_Bliss=3.06, Synergy_Loewe=4.08, Synergy_HSA=3.95.